Predict the product of the given reaction. From a dataset of Forward reaction prediction with 1.9M reactions from USPTO patents (1976-2016). (1) Given the reactants [N:1]1([CH:5]2[CH2:8][N:7]([C:9]([C:11]3[CH:12]=[C:13]([CH:26]=[CH:27][C:28]=3[F:29])[CH2:14][C:15]3[C:24]4[C:19](=[CH:20][CH:21]=[CH:22][CH:23]=4)[C:18](=[O:25])[NH:17][N:16]=3)=[O:10])[CH2:6]2)[CH2:4][CH2:3][CH2:2]1.[ClH:30], predict the reaction product. The product is: [ClH:30].[N:1]1([CH:5]2[CH2:8][N:7]([C:9]([C:11]3[CH:12]=[C:13]([CH:26]=[CH:27][C:28]=3[F:29])[CH2:14][C:15]3[C:24]4[C:19](=[CH:20][CH:21]=[CH:22][CH:23]=4)[C:18](=[O:25])[NH:17][N:16]=3)=[O:10])[CH2:6]2)[CH2:4][CH2:3][CH2:2]1. (2) Given the reactants [CH3:1][C:2]1[CH:7]=[C:6]([CH3:8])[N:5]2[N:9]=[C:10]([CH:12]=[CH:13][C:14]3[N:18]([CH2:19][C:20]([F:23])([F:22])[F:21])[N:17]=[C:16]([N:24]4[CH2:28][CH2:27][CH2:26][CH2:25]4)[N:15]=3)[N:11]=[C:4]2[N:3]=1, predict the reaction product. The product is: [CH3:1][C:2]1[CH:7]=[C:6]([CH3:8])[N:5]2[N:9]=[C:10]([CH2:12][CH2:13][C:14]3[N:18]([CH2:19][C:20]([F:23])([F:21])[F:22])[N:17]=[C:16]([N:24]4[CH2:25][CH2:26][CH2:27][CH2:28]4)[N:15]=3)[N:11]=[C:4]2[N:3]=1.